From a dataset of Full USPTO retrosynthesis dataset with 1.9M reactions from patents (1976-2016). Predict the reactants needed to synthesize the given product. (1) Given the product [C:1]1(=[N:17]/[S:15]([C:12]([CH3:14])([CH3:13])[CH3:11])=[O:16])/[CH2:2][CH2:3][C:4]2[C:9]/1=[CH:8][CH:7]=[CH:6][CH:5]=2, predict the reactants needed to synthesize it. The reactants are: [C:1]1(=O)[C:9]2[C:4](=[CH:5][CH:6]=[CH:7][CH:8]=2)[CH2:3][CH2:2]1.[CH3:11][C:12]([S:15]([NH2:17])=[O:16])([CH3:14])[CH3:13]. (2) The reactants are: Cl.[NH:2]1[CH2:7][CH2:6][CH:5]([CH2:8][CH2:9][N:10]2[C:18](=[O:19])[C:17]3[CH:16]=[C:15]4[O:20][CH2:21][O:22][C:14]4=[CH:13][C:12]=3[C:11]2=[O:23])[CH2:4][CH2:3]1.Br.Br[CH2:26][C:27]1[N:28]=[N:29][CH:30]=[CH:31][CH:32]=1. Given the product [N:29]1[CH:30]=[CH:31][CH:32]=[C:27]([CH2:26][N:2]2[CH2:7][CH2:6][CH:5]([CH2:8][CH2:9][N:10]3[C:18](=[O:19])[C:17]4[CH:16]=[C:15]5[O:20][CH2:21][O:22][C:14]5=[CH:13][C:12]=4[C:11]3=[O:23])[CH2:4][CH2:3]2)[N:28]=1, predict the reactants needed to synthesize it. (3) Given the product [S:13]1[CH:17]=[CH:16][C:15]([C:5]2[N:12]=[CH:11][CH:10]=[CH:9][C:6]=2[CH:7]=[O:8])=[CH:14]1, predict the reactants needed to synthesize it. The reactants are: B(O)O.Br[C:5]1[N:12]=[CH:11][CH:10]=[CH:9][C:6]=1[CH:7]=[O:8].[S:13]1[CH:17]=[CH:16][C:15](B(O)O)=[CH:14]1. (4) Given the product [C:1]([O:5][C:6]([N:8]([CH3:32])[C@H:9]1[CH2:14][CH2:13][C@H:12]([N:15]([CH2:28][CH3:29])[C:16]2[C:17]([CH3:27])=[C:18]([CH:23]=[C:24]([Cl:26])[CH:25]=2)[C:19]([O:21][CH3:22])=[O:20])[CH2:11][CH2:10]1)=[O:7])([CH3:3])([CH3:2])[CH3:4], predict the reactants needed to synthesize it. The reactants are: [C:1]([O:5][C:6]([NH:8][C@H:9]1[CH2:14][CH2:13][C@H:12]([N:15]([CH2:28][CH3:29])[C:16]2[C:17]([CH3:27])=[C:18]([CH:23]=[C:24]([Cl:26])[CH:25]=2)[C:19]([O:21][CH3:22])=[O:20])[CH2:11][CH2:10]1)=[O:7])([CH3:4])([CH3:3])[CH3:2].[H-].[Na+].[CH3:32]I. (5) Given the product [CH:33]1([CH2:36][CH2:37][O:38][C:6]2[N:14]=[C:13]3[C:9]([N:10]=[C:11]([O:23][CH3:24])[N:12]3[CH2:15][CH2:16][CH:17]3[CH2:18][CH2:22][CH2:21][O:20][CH2:19]3)=[C:8]([NH2:25])[N:7]=2)[CH2:35][CH2:34]1, predict the reactants needed to synthesize it. The reactants are: C(N[C:6]1[N:14]=[C:13]2[C:9]([N:10]=[C:11]([O:23][CH3:24])[N:12]2[CH2:15][CH2:16][CH2:17][CH:18]2[CH2:22][CH2:21][O:20][CH2:19]2)=[C:8]([NH2:25])[N:7]=1)CCC.FC(F)(F)C(O)=O.[CH:33]1([CH2:36][CH2:37][O:38]C2NC(N)=C3C(N=2)=NC(OC)=N3)[CH2:35][CH2:34]1.BrCCC1CCCOC1. (6) Given the product [CH3:7][N:6]([CH2:5][C:4]1[CH:9]=[CH:10][CH:11]=[CH:12][C:3]=1[CH2:2][NH:1][C:20]1[CH:21]=[N:22][CH:23]=[CH:14][C:15]=1[C:16]([O:18][CH3:19])=[O:17])[CH3:8], predict the reactants needed to synthesize it. The reactants are: [NH2:1][CH2:2][C:3]1[CH:12]=[CH:11][CH:10]=[CH:9][C:4]=1[CH2:5][N:6]([CH3:8])[CH3:7].Br[C:14]1[CH:23]=[N:22][CH:21]=[CH:20][C:15]=1[C:16]([O:18][CH3:19])=[O:17].